From a dataset of Reaction yield outcomes from USPTO patents with 853,638 reactions. Predict the reaction yield, written as a fraction of the theoretical maximum amount of product (1.0 means a 100% yield; for example, 0.34 means a 34% yield). (1) The product is [CH3:4][N:5]([CH3:36])[O:6][CH2:7][CH2:8][O:9][C@@H:10]1[C@H:14]([OH:15])[C@@H:13]([CH2:19][OH:20])[O:12][C@H:11]1[N:21]1[CH:28]=[C:27]([CH3:29])[C:25](=[O:26])[NH:24][C:22]1=[O:23]. The yield is 0.925. The reactants are F.F.F.[CH3:4][N:5]([CH3:36])[O:6][CH2:7][CH2:8][O:9][C@:10]1(CCN)[C@:14](CCN)([OH:15])[C@@H:13]([CH2:19][OH:20])[O:12][C@@:11]1(CCN)[N:21]1[CH:28]=[C:27]([CH3:29])[C:25](=[O:26])[NH:24][C:22]1=[O:23].C(N(CC)CC)C.[Si](OC[C@H]1O[C@@H](N2C=C(C)C(=O)NC2=O)[C@](CCON(C)C)(O)[C@@H]1O)(C(C)(C)C)(C1C=CC=CC=1)C1C=CC=CC=1.CO. The catalyst is C1COCC1.C(Cl)Cl. (2) The reactants are [CH3:1][NH:2][C:3]1[CH:8]=[CH:7][C:6]([O:9][CH2:10][C:11]2[CH:16]=[CH:15][CH:14]=[CH:13][CH:12]=2)=[CH:5][C:4]=1[F:17].[H-].[Na+].[F:20][C:21]1[CH:26]=[CH:25][C:24]([N:27]=[C:28]=[O:29])=[CH:23][CH:22]=1.O. The catalyst is CN(C)C=O.C(OCC)(=O)C. The product is [CH2:10]([O:9][C:6]1[CH:7]=[CH:8][C:3]([N:2]([CH3:1])[C:28]([NH:27][C:24]2[CH:25]=[CH:26][C:21]([F:20])=[CH:22][CH:23]=2)=[O:29])=[C:4]([F:17])[CH:5]=1)[C:11]1[CH:12]=[CH:13][CH:14]=[CH:15][CH:16]=1. The yield is 0.217. (3) The reactants are Cl.[NH:2]1[CH2:5][CH2:4][C@H:3]1[C:6]1[N:11]([CH2:12][CH:13]([F:15])[F:14])[C:10](=[O:16])[C:9]2=[C:17]([Cl:20])[CH:18]=[CH:19][N:8]2[N:7]=1.Cl[C:22]1[C:23]2[C:30]([C:31]#[N:32])=[CH:29][NH:28][C:24]=2[N:25]=[CH:26][N:27]=1. The catalyst is CCCCO. The product is [Cl:20][C:17]1[CH:18]=[CH:19][N:8]2[C:9]=1[C:10](=[O:16])[N:11]([CH2:12][CH:13]([F:15])[F:14])[C:6]([C@@H:3]1[CH2:4][CH2:5][N:2]1[C:22]1[C:23]3[C:30]([C:31]#[N:32])=[CH:29][NH:28][C:24]=3[N:25]=[CH:26][N:27]=1)=[N:7]2. The yield is 0.630. (4) The reactants are C[O:2][C:3]([C:5]1[S:6][C:7]([C:20]2[CH:25]=[CH:24][CH:23]=[CH:22][CH:21]=2)=[CH:8][C:9]=1[NH:10][CH2:11][C:12]1[CH:17]=[CH:16][C:15]([Cl:18])=[CH:14][C:13]=1[Cl:19])=[O:4].[Li+].[OH-]. The catalyst is C1COCC1.CO.O. The product is [Cl:19][C:13]1[CH:14]=[C:15]([Cl:18])[CH:16]=[CH:17][C:12]=1[CH2:11][NH:10][C:9]1[CH:8]=[C:7]([C:20]2[CH:21]=[CH:22][CH:23]=[CH:24][CH:25]=2)[S:6][C:5]=1[C:3]([OH:4])=[O:2]. The yield is 0.630.